From a dataset of NCI-60 drug combinations with 297,098 pairs across 59 cell lines. Regression. Given two drug SMILES strings and cell line genomic features, predict the synergy score measuring deviation from expected non-interaction effect. (1) Drug 1: C1=C(C(=O)NC(=O)N1)F. Drug 2: C1CCC(C(C1)N)N.C(=O)(C(=O)[O-])[O-].[Pt+4]. Cell line: NCI-H322M. Synergy scores: CSS=33.7, Synergy_ZIP=3.49, Synergy_Bliss=3.95, Synergy_Loewe=8.16, Synergy_HSA=8.36. (2) Drug 1: C1CNP(=O)(OC1)N(CCCl)CCCl. Drug 2: C1C(C(OC1N2C=NC(=NC2=O)N)CO)O. Cell line: SF-295. Synergy scores: CSS=-2.48, Synergy_ZIP=-1.13, Synergy_Bliss=-3.86, Synergy_Loewe=-5.23, Synergy_HSA=-4.91. (3) Drug 1: C(=O)(N)NO. Drug 2: C1C(C(OC1N2C=NC(=NC2=O)N)CO)O. Cell line: NCI-H460. Synergy scores: CSS=11.5, Synergy_ZIP=-1.18, Synergy_Bliss=2.97, Synergy_Loewe=-20.9, Synergy_HSA=2.93.